This data is from Reaction yield outcomes from USPTO patents with 853,638 reactions. The task is: Predict the reaction yield, written as a fraction of the theoretical maximum amount of product (1.0 means a 100% yield; for example, 0.34 means a 34% yield). (1) The reactants are [CH3:1][C:2](=[CH:4][CH2:5][CH2:6][C@H:7]([CH3:13])CCCCC)[CH3:3].C[C:15]([CH3:17])=[O:16].[OH:18]S(O)(=O)=O.O=[Cr](=O)=O.O.[O-]S([O-])(=O)=O.[Na+].[Na+]. The catalyst is CC(C)=O.C(Cl)Cl.CCOCC. The product is [CH3:1][C@H:2]([CH2:4][CH2:5][CH2:6][CH2:7][CH3:13])[CH2:3][CH2:17][C:15]([OH:18])=[O:16]. The yield is 0.540. (2) The reactants are Cl[C:2]1[N:7]=[N:6][C:5]([O:8][CH2:9][C:10]2[CH:15]=[CH:14][C:13]([O:16][CH3:17])=[CH:12][CH:11]=2)=[C:4]([O:18][CH2:19][C:20]2[CH:25]=[CH:24][C:23]([O:26][CH3:27])=[CH:22][CH:21]=2)[CH:3]=1.[Cl:28][C:29]1[CH:34]=[CH:33][C:32]([CH2:35][SH:36])=[CH:31][CH:30]=1.CCN(C(C)C)C(C)C. The catalyst is C1C=CC(/C=C/C(/C=C/C2C=CC=CC=2)=O)=CC=1.C1C=CC(/C=C/C(/C=C/C2C=CC=CC=2)=O)=CC=1.C1C=CC(/C=C/C(/C=C/C2C=CC=CC=2)=O)=CC=1.[Pd].[Pd].CC1(C)C2C(=C(P(C3C=CC=CC=3)C3C=CC=CC=3)C=CC=2)OC2C(P(C3C=CC=CC=3)C3C=CC=CC=3)=CC=CC1=2.O. The product is [Cl:28][C:29]1[CH:34]=[CH:33][C:32]([CH2:35][S:36][C:2]2[N:7]=[N:6][C:5]([O:8][CH2:9][C:10]3[CH:11]=[CH:12][C:13]([O:16][CH3:17])=[CH:14][CH:15]=3)=[C:4]([O:18][CH2:19][C:20]3[CH:21]=[CH:22][C:23]([O:26][CH3:27])=[CH:24][CH:25]=3)[CH:3]=2)=[CH:31][CH:30]=1. The yield is 0.280. (3) The reactants are [O:1]1[CH:5]=[CH:4][C:3]([CH:6]=O)=[CH:2]1.[C:8]12([NH2:18])[CH2:17][CH:12]3[CH2:13][CH:14]([CH2:16][CH:10]([CH2:11]3)[CH2:9]1)[CH2:15]2. No catalyst specified. The product is [C:8]12([NH:18][CH2:6][C:3]3[CH:4]=[CH:5][O:1][CH:2]=3)[CH2:15][CH:14]3[CH2:13][CH:12]([CH2:11][CH:10]([CH2:16]3)[CH2:9]1)[CH2:17]2. The yield is 0.820.